Dataset: Full USPTO retrosynthesis dataset with 1.9M reactions from patents (1976-2016). Task: Predict the reactants needed to synthesize the given product. (1) Given the product [Cl:1][C:2]1[CH:3]=[CH:4][C:5]([CH2:6][O:7][C:8]2[CH:9]=[C:10]([CH:14]=[CH:15][CH:16]=2)[C:11]([NH:23][C:24]2[CH:29]=[CH:28][CH:27]=[CH:26][C:25]=2[S:30](=[O:32])(=[O:31])[NH2:33])=[O:13])=[CH:17][CH:18]=1, predict the reactants needed to synthesize it. The reactants are: [Cl:1][C:2]1[CH:18]=[CH:17][C:5]([CH2:6][O:7][C:8]2[CH:9]=[C:10]([CH:14]=[CH:15][CH:16]=2)[C:11]([OH:13])=O)=[CH:4][CH:3]=1.S(Cl)(Cl)=O.[NH2:23][C:24]1[CH:29]=[CH:28][CH:27]=[CH:26][C:25]=1[S:30]([NH2:33])(=[O:32])=[O:31]. (2) Given the product [Cl:1][C:2]1[CH:25]=[CH:24][C:5]([CH2:6][NH:7][C:8]([C:10]2[C:11](=[O:23])[C:12]3[S:19][C:18]([CH2:20][N:27]([CH2:28][CH:29]([C:32]4[CH:37]=[CH:36][CH:35]=[CH:34][CH:33]=4)[CH2:30][OH:31])[CH3:26])=[C:17]([CH3:22])[C:13]=3[N:14]([CH3:16])[CH:15]=2)=[O:9])=[CH:4][CH:3]=1, predict the reactants needed to synthesize it. The reactants are: [Cl:1][C:2]1[CH:25]=[CH:24][C:5]([CH2:6][NH:7][C:8]([C:10]2[C:11](=[O:23])[C:12]3[S:19][C:18]([CH2:20]Cl)=[C:17]([CH3:22])[C:13]=3[N:14]([CH3:16])[CH:15]=2)=[O:9])=[CH:4][CH:3]=1.[CH3:26][NH:27][CH2:28][CH:29]([C:32]1[CH:37]=[CH:36][CH:35]=[CH:34][CH:33]=1)[CH2:30][OH:31].C(N(C(C)C)CC)(C)C. (3) The reactants are: [CH:1]1([NH:6][C:7]2[N:12]=[C:11](Cl)[N:10]=[C:9]([Cl:14])[N:8]=2)[CH2:5][CH2:4][CH2:3][CH2:2]1.[N:15]1([C:21]2[N:26]=[CH:25][C:24]([NH2:27])=[CH:23][CH:22]=2)[CH2:20][CH2:19][O:18][CH2:17][CH2:16]1. Given the product [Cl:14][C:9]1[N:8]=[C:7]([NH:6][CH:1]2[CH2:2][CH2:3][CH2:4][CH2:5]2)[N:12]=[C:11]([NH:27][C:24]2[CH:25]=[N:26][C:21]([N:15]3[CH2:16][CH2:17][O:18][CH2:19][CH2:20]3)=[CH:22][CH:23]=2)[N:10]=1, predict the reactants needed to synthesize it. (4) Given the product [Cl:1][C:2]1[CH:7]=[C:6]([C:8]([OH:17])([C:13]([F:16])([F:14])[F:15])[C:9]([F:10])([F:11])[F:12])[CH:5]=[CH:4][C:3]=1[C:18]1[S:22][C:21]([C:23]([N:49]2[CH2:52][C:51]([OH:53])([C:54]([OH:57])([CH3:56])[CH3:55])[CH2:50]2)=[O:24])=[N:20][C:19]=1[C:28]([N:30]1[CH2:34][CH2:33][CH2:32][C@@H:31]1[CH3:35])=[O:29], predict the reactants needed to synthesize it. The reactants are: [Cl:1][C:2]1[CH:7]=[C:6]([C:8]([OH:17])([C:13]([F:16])([F:15])[F:14])[C:9]([F:12])([F:11])[F:10])[CH:5]=[CH:4][C:3]=1[C:18]1[S:22][C:21]([C:23](OCC)=[O:24])=[N:20][C:19]=1[C:28]([N:30]1[CH2:34][CH2:33][CH2:32][C@@H:31]1[CH3:35])=[O:29].C([N:49]1[CH2:52][C:51]([C:54]([OH:57])([CH3:56])[CH3:55])([OH:53])[CH2:50]1)(C1C=CC=CC=1)C1C=CC=CC=1. (5) Given the product [O:16]=[C:14]1[C:2]2[C:1](=[CH:6][CH:5]=[CH:4][CH:3]=2)[NH:7][C:8]([C:9]([O:11][CH3:12])=[O:10])=[CH:13]1, predict the reactants needed to synthesize it. The reactants are: [C:1]1([NH:7]/[C:8](=[CH:13]/[C:14]([O:16]C)=O)/[C:9]([O:11][CH3:12])=[O:10])[CH:6]=[CH:5][CH:4]=[CH:3][CH:2]=1.ClCCl.O. (6) Given the product [Cl:1][C:2]1[CH:10]=[C:9]2[C:5]([C:6]([C:11]([N:13]3[CH2:18][CH2:17][CH:16]([N:19]4[C:23]5[CH:24]=[CH:25][CH:26]=[CH:27][C:22]=5[NH:21][C:20]4=[O:28])[CH2:15][CH2:14]3)=[O:12])=[CH:7][N:8]2[CH2:32][C:33]#[N:34])=[CH:4][CH:3]=1, predict the reactants needed to synthesize it. The reactants are: [Cl:1][C:2]1[CH:10]=[C:9]2[C:5]([C:6]([C:11]([N:13]3[CH2:18][CH2:17][CH:16]([N:19]4[C:23]5[CH:24]=[CH:25][CH:26]=[CH:27][C:22]=5[NH:21][C:20]4=[O:28])[CH2:15][CH2:14]3)=[O:12])=[CH:7][NH:8]2)=[CH:4][CH:3]=1.[H-].[Na+].Cl[CH2:32][C:33]#[N:34]. (7) Given the product [N:15]1[CH:20]=[CH:19][CH:18]=[CH:17][C:16]=1[C:21]1([N:24]2[CH2:2][CH2:3][N:4]([C:5]([O:6][CH2:7][CH2:10][CH2:25][CH3:26])=[O:11])[CH2:12][CH2:13]2)[CH2:23][CH2:22]1, predict the reactants needed to synthesize it. The reactants are: Cl[CH2:2][CH2:3][N:4]([CH2:12][CH2:13]Cl)[C:5](=[O:11])[O:6][C:7]([CH3:10])(C)C.[N:15]1[CH:20]=[CH:19][CH:18]=[CH:17][C:16]=1[C:21]1([NH2:24])[CH2:23][CH2:22]1.[CH:25](N(CC)C(C)C)(C)[CH3:26]. (8) Given the product [F:1][C:2]1[CH:3]=[CH:4][C:5]([C:8]2([C:13]([NH:16][CH2:17][CH2:18][CH2:19][N:20]3[CH2:25][CH2:24][CH:23]([C:26]4[CH:31]=[CH:30][CH:29]=[C:28]([NH:32][C:33](=[O:37])[CH:34]([CH3:35])[CH3:36])[CH:27]=4)[CH2:22][CH2:21]3)=[O:15])[CH2:9][CH2:10][CH2:11][CH2:12]2)=[CH:6][CH:7]=1, predict the reactants needed to synthesize it. The reactants are: [F:1][C:2]1[CH:7]=[CH:6][C:5]([C:8]2([C:13]([OH:15])=O)[CH2:12][CH2:11][CH2:10][CH2:9]2)=[CH:4][CH:3]=1.[NH2:16][CH2:17][CH2:18][CH2:19][N:20]1[CH2:25][CH2:24][CH:23]([C:26]2[CH:27]=[C:28]([NH:32][C:33](=[O:37])[CH:34]([CH3:36])[CH3:35])[CH:29]=[CH:30][CH:31]=2)[CH2:22][CH2:21]1. (9) Given the product [Cl:1][C:2]1[CH:7]=[C:6]([O:8][C:9]2[CH:10]=[CH:11][C:12]([Cl:15])=[CH:13][CH:14]=2)[CH:5]=[CH:4][C:3]=1[C:16]([O:26][CH2:29][CH3:30])([CH:23]([CH3:24])[CH3:25])[CH2:17][N:18]1[CH:22]=[N:21][CH:20]=[N:19]1, predict the reactants needed to synthesize it. The reactants are: [Cl:1][C:2]1[CH:7]=[C:6]([O:8][C:9]2[CH:14]=[CH:13][C:12]([Cl:15])=[CH:11][CH:10]=2)[CH:5]=[CH:4][C:3]=1[C:16]([OH:26])([CH:23]([CH3:25])[CH3:24])[CH2:17][N:18]1[CH:22]=[N:21][CH:20]=[N:19]1.[H-].[Na+].[CH2:29](I)[CH3:30].[Cl-].[NH4+]. (10) Given the product [C:1]([O:5][C:6]([N:8]1[CH2:12][C@@H:11]([CH2:13][N:14]([CH:31]([CH3:32])[CH3:33])[C:15](=[O:30])[C:16]2[CH:21]=[CH:20][C:19]([O:22][CH3:23])=[C:18]([O:24][CH2:25][CH2:26][CH2:27][O:28][CH3:29])[CH:17]=2)[C@H:10]([NH:34][C:43]([N:42]([CH2:35][C:36]2[CH:41]=[CH:40][CH:39]=[CH:38][CH:37]=2)[CH2:46][CH3:47])=[O:44])[CH2:9]1)=[O:7])([CH3:3])([CH3:4])[CH3:2], predict the reactants needed to synthesize it. The reactants are: [C:1]([O:5][C:6]([N:8]1[CH2:12][C@@H:11]([CH2:13][N:14]([CH:31]([CH3:33])[CH3:32])[C:15](=[O:30])[C:16]2[CH:21]=[CH:20][C:19]([O:22][CH3:23])=[C:18]([O:24][CH2:25][CH2:26][CH2:27][O:28][CH3:29])[CH:17]=2)[C@H:10]([NH2:34])[CH2:9]1)=[O:7])([CH3:4])([CH3:3])[CH3:2].[CH2:35]([N:42]([CH2:46][CH3:47])[C:43](Cl)=[O:44])[C:36]1[CH:41]=[CH:40][CH:39]=[CH:38][CH:37]=1.C(N(CC)CC)C.C([O-])(O)=O.[Na+].